Dataset: CYP2C19 inhibition data for predicting drug metabolism from PubChem BioAssay. Task: Regression/Classification. Given a drug SMILES string, predict its absorption, distribution, metabolism, or excretion properties. Task type varies by dataset: regression for continuous measurements (e.g., permeability, clearance, half-life) or binary classification for categorical outcomes (e.g., BBB penetration, CYP inhibition). Dataset: cyp2c19_veith. (1) The compound is Cc1ccccc1NS(=O)(=O)c1cc(C(=O)Nc2cccc(N(C)S(C)(=O)=O)c2)ccc1C. The result is 1 (inhibitor). (2) The compound is COc1ccc(O[C@H]2C=C[C@@H](c3ccccc3)O[C@H]2COC(=O)N2CCCCC2)cc1. The result is 1 (inhibitor). (3) The result is 0 (non-inhibitor). The drug is O=C(NCc1cccs1)C1CCN(S(=O)(=O)c2cccc3nsnc23)CC1. (4) The compound is CC(Sc1ccc2c(c1)OCCO2)C(=O)Nc1ncc(Cl)cc1Cl. The result is 1 (inhibitor). (5) The drug is C[C@]1(OC(=O)/C=C\c2ccccc2)C[C@@H](O)[C@@]2(O)C=CO[C@@H](O[C@H]3O[C@@H](CO)[C@@H](O)[C@@H](O)[C@@H]3O)[C@@H]12. The result is 0 (non-inhibitor). (6) The compound is CCS(=O)(=O)NCC(c1cccnc1)N1CCN(c2ccccc2F)CC1. The result is 1 (inhibitor). (7) The compound is COc1cc(Cn2cnnn2)ccc1O. The result is 0 (non-inhibitor).